From a dataset of Aqueous solubility values for 9,982 compounds from the AqSolDB database. Regression/Classification. Given a drug SMILES string, predict its absorption, distribution, metabolism, or excretion properties. Task type varies by dataset: regression for continuous measurements (e.g., permeability, clearance, half-life) or binary classification for categorical outcomes (e.g., BBB penetration, CYP inhibition). For this dataset (solubility_aqsoldb), we predict Y. (1) The drug is CC(C)OC(C)(C)C. The Y is -2.37 log mol/L. (2) The drug is O.O.O.O.O.O.O.O.O.O=S(=O)([O-])[O-].O=S(=O)([O-])[O-].O=S(=O)([O-])[O-].[Al+3].[Al+3]. The Y is -7.50 log mol/L. (3) The compound is CCOC(=O)c1ccc2sc3ccccc3c(=O)c2c1. The Y is -6.76 log mol/L. (4) The drug is Cc1cc2cccc(O)c2nc1C. The Y is -3.32 log mol/L. (5) The Y is -4.43 log mol/L. The molecule is CC(=O)C1CCC2C3CCC4=CC(=O)CCC4(C)C3CCC12C.